This data is from Full USPTO retrosynthesis dataset with 1.9M reactions from patents (1976-2016). The task is: Predict the reactants needed to synthesize the given product. (1) Given the product [CH2:19]([O:18][C:16](=[O:17])[CH2:15][N:14]([C:26]([O:28][CH2:29][C:30]1[CH:31]=[CH:32][CH:33]=[CH:34][CH:35]=1)=[O:27])[CH:11]1[CH2:10][CH2:9][NH:8][CH2:13][CH2:12]1)[C:20]1[CH:25]=[CH:24][CH:23]=[CH:22][CH:21]=1, predict the reactants needed to synthesize it. The reactants are: C(OC([N:8]1[CH2:13][CH2:12][CH:11]([N:14]([C:26]([O:28][CH2:29][C:30]2[CH:35]=[CH:34][CH:33]=[CH:32][CH:31]=2)=[O:27])[CH2:15][C:16]([O:18][CH2:19][C:20]2[CH:25]=[CH:24][CH:23]=[CH:22][CH:21]=2)=[O:17])[CH2:10][CH2:9]1)=O)(C)(C)C.Cl. (2) The reactants are: [F:1][C:2]([F:6])([F:5])[CH2:3][NH2:4].Cl.C(N=C=NCCCN(C)C)C.[Cl:19][C:20]1[CH:21]=[C:22]([C:27]2[C:28]([C:45]([F:48])([F:47])[F:46])=[N:29][N:30]([C:32]3[CH:40]=[CH:39][C:35]([C:36](O)=[O:37])=[C:34]([C:41]([F:44])([F:43])[F:42])[CH:33]=3)[CH:31]=2)[CH:23]=[C:24]([Cl:26])[CH:25]=1. Given the product [Cl:19][C:20]1[CH:21]=[C:22]([C:27]2[C:28]([C:45]([F:48])([F:46])[F:47])=[N:29][N:30]([C:32]3[CH:40]=[CH:39][C:35]([C:36]([NH:4][CH2:3][C:2]([F:6])([F:5])[F:1])=[O:37])=[C:34]([C:41]([F:44])([F:43])[F:42])[CH:33]=3)[CH:31]=2)[CH:23]=[C:24]([Cl:26])[CH:25]=1, predict the reactants needed to synthesize it. (3) Given the product [CH3:15][N:16]([CH3:17])[C:11](=[O:13])[CH2:10][C:6]1[CH:7]=[CH:8][CH:9]=[C:4]([N+:1]([O-:3])=[O:2])[CH:5]=1, predict the reactants needed to synthesize it. The reactants are: [N+:1]([C:4]1[CH:5]=[C:6]([CH2:10][C:11]([OH:13])=O)[CH:7]=[CH:8][CH:9]=1)([O-:3])=[O:2].C1N=[CH:17][N:16](C(N2C=NC=C2)=O)[CH:15]=1.Cl.CNC.CCN(CC)CC. (4) Given the product [C:4]([O:8][C:9](=[O:10])[NH:11][C@H:12]1[CH2:17][CH2:16][C@H:15]([CH2:18][O:19][CH3:1])[CH2:14][CH2:13]1)([CH3:7])([CH3:6])[CH3:5], predict the reactants needed to synthesize it. The reactants are: [CH3:1][O-].[Na+].[C:4]([O:8][C:9]([NH:11][C@H:12]1[CH2:17][CH2:16][C@H:15]([CH2:18][O:19]S(C)(=O)=O)[CH2:14][CH2:13]1)=[O:10])([CH3:7])([CH3:6])[CH3:5]. (5) Given the product [Cl:16][C:12]1[CH:13]=[CH:14][N:15]=[C:8]([C:5]2[CH:4]=[CH:3][C:2]([NH:1][C:28]([NH:27][C:20]3[CH:21]=[CH:22][C:23]([O:25][CH3:26])=[CH:24][C:19]=3[O:18][CH3:17])=[O:29])=[CH:7][CH:6]=2)[C:9]=1[C:10]#[N:11], predict the reactants needed to synthesize it. The reactants are: [NH2:1][C:2]1[CH:7]=[CH:6][C:5]([C:8]2[N:15]=[CH:14][CH:13]=[C:12]([Cl:16])[C:9]=2[C:10]#[N:11])=[CH:4][CH:3]=1.[CH3:17][O:18][C:19]1[CH:24]=[C:23]([O:25][CH3:26])[CH:22]=[CH:21][C:20]=1[N:27]=[C:28]=[O:29]. (6) The reactants are: [CH2:1]([O:3][C:4](=[O:34])[CH2:5][C:6]1[CH:7]=[C:8]([C:20]2[CH:25]=[CH:24][C:23]([C:26]([F:29])([F:28])[F:27])=[CH:22][C:21]=2[CH2:30][NH:31][CH2:32][CH3:33])[C:9]([O:12][CH2:13][C:14]2[CH:19]=[CH:18][CH:17]=[CH:16][CH:15]=2)=[CH:10][CH:11]=1)[CH3:2].[CH2:35]([N:42]=[C:43]=[O:44])[C:36]1[CH:41]=[CH:40][CH:39]=[CH:38][CH:37]=1. Given the product [CH2:1]([O:3][C:4](=[O:34])[CH2:5][C:6]1[CH:7]=[C:8]([C:20]2[CH:25]=[CH:24][C:23]([C:26]([F:27])([F:28])[F:29])=[CH:22][C:21]=2[CH2:30][N:31]([CH2:32][CH3:33])[C:43]([NH:42][CH2:35][C:36]2[CH:41]=[CH:40][CH:39]=[CH:38][CH:37]=2)=[O:44])[C:9]([O:12][CH2:13][C:14]2[CH:15]=[CH:16][CH:17]=[CH:18][CH:19]=2)=[CH:10][CH:11]=1)[CH3:2], predict the reactants needed to synthesize it. (7) Given the product [CH3:21][CH:20]([CH3:22])[CH:14]([NH:13][C:11]1[O:12][C:1]([C:2]2[CH:7]=[CH:6][CH:5]=[CH:4][CH:3]=2)=[N:9][N:10]=1)[C:15]([O:17][CH2:18][CH3:19])=[O:16], predict the reactants needed to synthesize it. The reactants are: [C:1]([NH:9][NH:10][C:11]([NH:13][CH:14]([CH:20]([CH3:22])[CH3:21])[C:15]([O:17][CH2:18][CH3:19])=[O:16])=[O:12])(=O)[C:2]1[CH:7]=[CH:6][CH:5]=[CH:4][CH:3]=1.O=P(Cl)(Cl)Cl.